The task is: Regression. Given two drug SMILES strings and cell line genomic features, predict the synergy score measuring deviation from expected non-interaction effect.. This data is from NCI-60 drug combinations with 297,098 pairs across 59 cell lines. Drug 1: C1=NC2=C(N=C(N=C2N1C3C(C(C(O3)CO)O)F)Cl)N. Drug 2: CC(C)CN1C=NC2=C1C3=CC=CC=C3N=C2N. Cell line: CAKI-1. Synergy scores: CSS=11.8, Synergy_ZIP=-6.27, Synergy_Bliss=3.83, Synergy_Loewe=-10.2, Synergy_HSA=-0.318.